Task: Predict the product of the given reaction.. Dataset: Forward reaction prediction with 1.9M reactions from USPTO patents (1976-2016) (1) Given the reactants [C:1]([O:5][C:6]([N:8]1[CH2:13][CH2:12][CH:11]([OH:14])[CH2:10][CH2:9]1)=[O:7])([CH3:4])([CH3:3])[CH3:2].[H-].[Na+].Br[CH2:18][CH:19]1[CH2:21][CH2:20]1, predict the reaction product. The product is: [C:1]([O:5][C:6]([N:8]1[CH2:13][CH2:12][CH:11]([O:14][CH2:18][CH:19]2[CH2:21][CH2:20]2)[CH2:10][CH2:9]1)=[O:7])([CH3:4])([CH3:2])[CH3:3]. (2) The product is: [Cl:20][C:21]1[CH:27]=[CH:26][C:24]([NH:25][C:17]([CH:14]2[CH2:13][CH2:12][N:11]([C:9]([O:8][CH2:1][C:2]3[CH:3]=[CH:4][CH:5]=[CH:6][CH:7]=3)=[O:10])[CH2:16][CH2:15]2)=[O:19])=[CH:23][C:22]=1[CH3:28]. Given the reactants [CH2:1]([O:8][C:9]([N:11]1[CH2:16][CH2:15][CH:14]([C:17]([OH:19])=O)[CH2:13][CH2:12]1)=[O:10])[C:2]1[CH:7]=[CH:6][CH:5]=[CH:4][CH:3]=1.[Cl:20][C:21]1[CH:27]=[CH:26][C:24]([NH2:25])=[CH:23][C:22]=1[CH3:28].C1C=CC2N(O)N=NC=2C=1.C(Cl)CCl, predict the reaction product. (3) The product is: [F:19][C:20]1[C:21]([C:31]2[C:40]3[C:35](=[CH:36][CH:37]=[C:38]([C:41]([O:43][CH3:44])=[O:42])[CH:39]=3)[C:34]([F:45])=[CH:33][N:32]=2)=[N:22][CH:23]=[C:24]([F:30])[CH:25]=1. Given the reactants [F-].C([N+](CCCC)(CCCC)CCCC)CCC.[F:19][C:20]1[C:21]([C:31]2[C:40]3[C:35](=[CH:36][CH:37]=[C:38]([C:41]([O:43][CH3:44])=[O:42])[CH:39]=3)[C:34]([F:45])=[CH:33][N:32]=2)=[N:22][CH:23]=[C:24]([F:30])[C:25]=1[Si](C)(C)C.C1COCC1, predict the reaction product. (4) Given the reactants C[O:2][C:3](=O)[N:4]=[C:5](SC)[C:6]([C:20]1[CH:21]=[C:22]([O:30][CH2:31][CH3:32])[C:23]2[O:28][CH2:27][O:26][CH2:25][C:24]=2[CH:29]=1)=[N:7][C:8]1[CH:13]=[CH:12][C:11]([C:14]2[N:18]=[C:17]([CH3:19])[O:16][N:15]=2)=[CH:10][CH:9]=1.[NH:36]([C:38]1[N:43]=[CH:42][CH:41]=[CH:40][N:39]=1)[NH2:37].C(N(CC)CC)C, predict the reaction product. The product is: [CH2:31]([O:30][C:22]1[C:23]2[O:28][CH2:27][O:26][CH2:25][C:24]=2[CH:29]=[C:20]([CH:6]([NH:7][C:8]2[CH:9]=[CH:10][C:11]([C:14]3[N:18]=[C:17]([CH3:19])[O:16][N:15]=3)=[CH:12][CH:13]=2)[C:5]2[NH:4][C:3](=[O:2])[N:36]([C:38]3[N:43]=[CH:42][CH:41]=[CH:40][N:39]=3)[N:37]=2)[CH:21]=1)[CH3:32].